This data is from Full USPTO retrosynthesis dataset with 1.9M reactions from patents (1976-2016). The task is: Predict the reactants needed to synthesize the given product. (1) Given the product [CH:28]([C:31]1[CH:36]=[CH:35][CH:34]=[CH:33][C:32]=1[I:18])([CH3:30])[CH3:29].[CH:28]([C:31]1[CH:36]=[CH:35][CH:34]=[CH:33][C:32]=1[SH:37])([CH3:30])[CH3:29], predict the reactants needed to synthesize it. The reactants are: C([O-])([O-])=O.[K+].[K+].C(O)CO.C1(O)C=CC=CC=1.[I:18]C1C=C2C(=CC=1)NC=C2.[CH:28]([C:31]1[CH:36]=[CH:35][CH:34]=[CH:33][C:32]=1[SH:37])([CH3:30])[CH3:29].IC1C=CC=CC=1C. (2) Given the product [Br:20][CH:15]([C:12]1[CH:11]=[CH:10][C:9]([C:5]2[CH:6]=[CH:7][CH:8]=[C:3]([O:2][CH3:1])[CH:4]=2)=[CH:14][N:13]=1)[CH2:16][CH3:17], predict the reactants needed to synthesize it. The reactants are: [CH3:1][O:2][C:3]1[CH:4]=[C:5]([C:9]2[CH:10]=[CH:11][C:12]([CH:15](O)[CH2:16][CH3:17])=[N:13][CH:14]=2)[CH:6]=[CH:7][CH:8]=1.P(Br)(Br)[Br:20]. (3) Given the product [CH3:36][O:35][C:33]([N:11]([C:12]1[C:21]([C:22]([O:24][CH3:25])=[O:23])=[C:20]2[C:15]([CH:16]3[CH2:26][CH:17]3[CH2:18][O:19]2)=[CH:14][CH:13]=1)[S:8]([C:5]1[CH:6]=[CH:7][C:2]([F:1])=[CH:3][C:4]=1[N+:27]([O-:29])=[O:28])(=[O:10])=[O:9])=[O:34], predict the reactants needed to synthesize it. The reactants are: [F:1][C:2]1[CH:7]=[CH:6][C:5]([S:8]([NH:11][C:12]2[C:21]([C:22]([O:24][CH3:25])=[O:23])=[C:20]3[C:15]([CH:16]4[CH2:26][CH:17]4[CH2:18][O:19]3)=[CH:14][CH:13]=2)(=[O:10])=[O:9])=[C:4]([N+:27]([O-:29])=[O:28])[CH:3]=1.[H-].[Na+].Cl[C:33]([O:35][CH3:36])=[O:34].C(=O)(O)[O-].[Na+]. (4) Given the product [Cl:1][C:2]1[CH:7]=[CH:6][C:5]([CH:8]2[CH2:13][CH2:12][N:11]([CH2:18][CH2:19][CH3:20])[CH2:10][CH2:9]2)=[CH:4][C:3]=1[C:14]([F:17])([F:15])[F:16], predict the reactants needed to synthesize it. The reactants are: [Cl:1][C:2]1[CH:7]=[CH:6][C:5]([CH:8]2[CH2:13][CH2:12][NH:11][CH2:10][CH2:9]2)=[CH:4][C:3]=1[C:14]([F:17])([F:16])[F:15].[CH2:18](I)[CH2:19][CH3:20]. (5) Given the product [CH:32]([N:18]1[CH2:17][CH2:16][CH:15]([N:12]2[CH2:13][CH2:14][N:10]([CH2:9][CH2:8][CH2:7][N:3]3[CH2:4][CH2:5][CH2:6][CH:2]3[CH3:1])[C:11]2=[C:21]([C:22]#[N:23])[C:24]#[N:25])[CH2:20][CH2:19]1)([CH3:34])[CH3:33], predict the reactants needed to synthesize it. The reactants are: [CH3:1][CH:2]1[CH2:6][CH2:5][CH2:4][N:3]1[CH2:7][CH2:8][CH2:9][N:10]1[CH2:14][CH2:13][N:12]([CH:15]2[CH2:20][CH2:19][NH:18][CH2:17][CH2:16]2)[C:11]1=[C:21]([C:24]#[N:25])[C:22]#[N:23].C(=O)([O-])[O-].[K+].[K+].[CH:32](I)([CH3:34])[CH3:33].O.